Predict the reactants needed to synthesize the given product. From a dataset of Full USPTO retrosynthesis dataset with 1.9M reactions from patents (1976-2016). (1) Given the product [CH:16]1([C:14](=[O:15])[CH2:2][CH2:3][C:4]#[C:5][Si:6]([CH3:9])([CH3:8])[CH3:7])[CH2:20][CH2:19][CH2:18][CH2:17]1, predict the reactants needed to synthesize it. The reactants are: Br[CH2:2][CH2:3][C:4]#[C:5][Si:6]([CH3:9])([CH3:8])[CH3:7].[Mg].CON(C)[C:14]([CH:16]1[CH2:20][CH2:19][CH2:18][CH2:17]1)=[O:15].Cl. (2) Given the product [CH2:29]([NH:33][CH2:2][CH2:3][CH2:4][O:5][C:6]1[CH:11]=[CH:10][C:9]([C:12]2[N:13]=[C:14]3[C:19]([CH3:20])=[CH:18][CH:17]=[CH:16][N:15]3[CH:21]=2)=[CH:8][CH:7]=1)[C:23]1[CH:28]=[CH:27][CH:26]=[CH:25][CH:24]=1, predict the reactants needed to synthesize it. The reactants are: Cl[CH2:2][CH2:3][CH2:4][O:5][C:6]1[CH:11]=[CH:10][C:9]([C:12]2[N:13]=[C:14]3[C:19]([CH3:20])=[CH:18][CH:17]=[CH:16][N:15]3[CH:21]=2)=[CH:8][CH:7]=1.N[C:23]1[CH:28]=[CH:27][CH:26]=[CH:25][CH:24]=1.[CH2:29]([NH:33]CCCC)CCC. (3) Given the product [CH3:10][O:9][C:6]1[N:5]=[C:4]([O:11][CH3:12])[C:3]([N:1]2[C:15]([C:14]([F:13])([F:25])[F:26])=[CH:16][C:17]([C:18]([O:20][CH2:21][CH3:22])=[O:19])=[N:2]2)=[CH:8][N:7]=1, predict the reactants needed to synthesize it. The reactants are: [NH:1]([C:3]1[C:4]([O:11][CH3:12])=[N:5][C:6]([O:9][CH3:10])=[N:7][CH:8]=1)[NH2:2].[F:13][C:14]([F:26])([F:25])[C:15](=O)[CH2:16][C:17](=O)[C:18]([O:20][CH2:21][CH3:22])=[O:19]. (4) The reactants are: [NH2:1][CH2:2][CH:3]([OH:11])[CH2:4][CH:5]1[CH2:10][CH2:9][CH2:8][CH2:7][CH2:6]1.Cl[C:13](=[O:19])[C:14]([O:16][CH2:17][CH3:18])=[O:15]. Given the product [CH:5]1([CH2:4][CH:3]([OH:11])[CH2:2][NH:1][C:13](=[O:19])[C:14]([O:16][CH2:17][CH3:18])=[O:15])[CH2:6][CH2:7][CH2:8][CH2:9][CH2:10]1, predict the reactants needed to synthesize it. (5) Given the product [ClH:37].[NH2:29][C:28]1[C:19]([C:17]([NH:16][C@@H:11]([C@H:8]2[CH2:7][CH2:6][C@H:5]([C:2]([CH3:4])([CH3:3])[CH3:1])[CH2:10][CH2:9]2)[C:12]([O:14][CH3:15])=[O:13])=[O:18])=[CH:20][C:21]2[C:26]([CH:27]=1)=[CH:25][CH:24]=[CH:23][CH:22]=2, predict the reactants needed to synthesize it. The reactants are: [CH3:1][C:2]([C@H:5]1[CH2:10][CH2:9][C@H:8]([C@H:11]([NH:16][C:17]([C:19]2[C:28]([NH:29]C(OC(C)(C)C)=O)=[CH:27][C:26]3[C:21](=[CH:22][CH:23]=[CH:24][CH:25]=3)[CH:20]=2)=[O:18])[C:12]([O:14][CH3:15])=[O:13])[CH2:7][CH2:6]1)([CH3:4])[CH3:3].[ClH:37]. (6) Given the product [F:24][C:18]1[CH:19]=[CH:20][CH:21]=[C:22]([F:23])[C:17]=1[CH2:16][O:15][C:14]1[N:9]2[N:8]=[C:7]([CH3:27])[C:6]([C:4]([OH:5])=[O:3])=[C:10]2[CH:11]=[C:12]([O:25][CH3:26])[CH:13]=1, predict the reactants needed to synthesize it. The reactants are: C([O:3][C:4]([C:6]1[C:7]([CH3:27])=[N:8][N:9]2[C:14]([O:15][CH2:16][C:17]3[C:22]([F:23])=[CH:21][CH:20]=[CH:19][C:18]=3[F:24])=[CH:13][C:12]([O:25][CH3:26])=[CH:11][C:10]=12)=[O:5])C.[OH-].[Na+].